From a dataset of Reaction yield outcomes from USPTO patents with 853,638 reactions. Predict the reaction yield, written as a fraction of the theoretical maximum amount of product (1.0 means a 100% yield; for example, 0.34 means a 34% yield). (1) The reactants are CO[C:3]([C@@H:5]1[O:9][C:8](=[O:10])[N:7]([C:11]2[CH:22]=[CH:21][C:14]3[N:15]([CH3:20])[C:16](=[O:19])[CH2:17][S:18][C:13]=3[CH:12]=2)[CH2:6]1)=[O:4].[CH3:23][NH2:24]. The catalyst is CO. The product is [CH3:23][NH:24][C:3]([C@@H:5]1[O:9][C:8](=[O:10])[N:7]([C:11]2[CH:22]=[CH:21][C:14]3[N:15]([CH3:20])[C:16](=[O:19])[CH2:17][S:18][C:13]=3[CH:12]=2)[CH2:6]1)=[O:4]. The yield is 0.950. (2) The reactants are [Br:1][C:2]1[C:6]2[CH2:7][N:8]([C:11]([O:13][C:14]([CH3:17])([CH3:16])[CH3:15])=[O:12])[CH2:9][CH2:10][C:5]=2[NH:4][N:3]=1.CS(O[CH:23]1[CH2:28][CH2:27][N:26]([CH:29]2[CH2:32][O:31][CH2:30]2)[CH2:25][CH2:24]1)(=O)=O.C([O-])([O-])=O.[Cs+].[Cs+]. The product is [Br:1][C:2]1[C:6]2[CH2:7][N:8]([C:11]([O:13][C:14]([CH3:17])([CH3:16])[CH3:15])=[O:12])[CH2:9][CH2:10][C:5]=2[N:4]([CH:23]2[CH2:28][CH2:27][N:26]([CH:29]3[CH2:32][O:31][CH2:30]3)[CH2:25][CH2:24]2)[N:3]=1. The yield is 0.330. The catalyst is CN(C=O)C. (3) The reactants are I[C:2]1[CH:3]=[C:4]([CH2:8][CH2:9][N:10]2[CH2:15][CH2:14][N:13]([C:16]3[CH:25]=[CH:24][CH:23]=[C:22]4[C:17]=3[CH:18]=[CH:19][C:20]([CH3:26])=[N:21]4)[CH2:12][CH2:11]2)[CH:5]=[CH:6][CH:7]=1.[CH3:27][C:28]1([CH3:34])[CH2:32][NH:31][C:30](=[O:33])[NH:29]1. No catalyst specified. The product is [CH3:27][C:28]1([CH3:34])[N:29]([C:2]2[CH:7]=[CH:6][CH:5]=[C:4]([CH2:8][CH2:9][N:10]3[CH2:15][CH2:14][N:13]([C:16]4[CH:25]=[CH:24][CH:23]=[C:22]5[C:17]=4[CH:18]=[CH:19][C:20]([CH3:26])=[N:21]5)[CH2:12][CH2:11]3)[CH:3]=2)[C:30](=[O:33])[NH:31][CH2:32]1. The yield is 0.870.